From a dataset of Full USPTO retrosynthesis dataset with 1.9M reactions from patents (1976-2016). Predict the reactants needed to synthesize the given product. The reactants are: [CH3:1][O:2][C:3]1[CH:8]=[CH:7][C:6]([C:9]2[CH:14]=[CH:13][CH:12]=[CH:11][CH:10]=2)=[CH:5][C:4]=1[CH2:15][CH2:16][C:17]1[CH:22]=[CH:21][CH:20]=[CH:19][CH:18]=1.[CH3:23][C:24](OC(C)=O)=[O:25].[Al+3].[Cl-].[Cl-].[Cl-].CC#N. Given the product [CH3:1][O:2][C:3]1[CH:8]=[CH:7][C:6]([C:9]2[CH:14]=[CH:13][C:12]([C:24](=[O:25])[CH3:23])=[CH:11][CH:10]=2)=[CH:5][C:4]=1[CH2:15][CH2:16][C:17]1[CH:22]=[CH:21][CH:20]=[CH:19][CH:18]=1, predict the reactants needed to synthesize it.